This data is from Catalyst prediction with 721,799 reactions and 888 catalyst types from USPTO. The task is: Predict which catalyst facilitates the given reaction. (1) Reactant: FC(F)(F)C(O)=O.[F:8][C:9]1[C:14]([F:15])=[CH:13][CH:12]=[CH:11][C:10]=1[C:16]1[CH2:22][N:21](CC2C=CC(OC)=CC=2OC)[C:20](=[O:34])[C@H:19]([NH:35][C:36](=[O:45])[O:37][CH2:38][C:39]2[CH:44]=[CH:43][CH:42]=[CH:41][CH:40]=2)[CH2:18][CH:17]=1. Product: [F:8][C:9]1[C:14]([F:15])=[CH:13][CH:12]=[CH:11][C:10]=1[C:16]1[CH2:22][NH:21][C:20](=[O:34])[C@H:19]([NH:35][C:36](=[O:45])[O:37][CH2:38][C:39]2[CH:44]=[CH:43][CH:42]=[CH:41][CH:40]=2)[CH2:18][CH:17]=1. The catalyst class is: 4. (2) Reactant: [Si:1]([O:8][C@H:9]([CH3:42])[CH2:10][CH2:11][CH2:12][C:13](=[O:41])/[CH:14]=[CH:15]/[C@H:16]1[C@H:20]([O:21][CH:22]2[CH2:27][CH2:26][CH2:25][CH2:24][O:23]2)[CH2:19][C@@H:18]([Cl:28])[C@@H:17]1[CH2:29][CH2:30][CH2:31][C:32]1[S:36][C:35]([C:37]([O:39][CH3:40])=[O:38])=[CH:34][CH:33]=1)([C:4]([CH3:7])([CH3:6])[CH3:5])([CH3:3])[CH3:2].B1(C)OC(C2C=CC=CC=2)(C2C=CC=CC=2)[C@H]2N1CCC2.B. Product: [Si:1]([O:8][C@H:9]([CH3:42])[CH2:10][CH2:11][CH2:12][C@H:13]([OH:41])/[CH:14]=[CH:15]/[C@H:16]1[C@H:20]([O:21][CH:22]2[CH2:27][CH2:26][CH2:25][CH2:24][O:23]2)[CH2:19][C@@H:18]([Cl:28])[C@@H:17]1[CH2:29][CH2:30][CH2:31][C:32]1[S:36][C:35]([C:37]([O:39][CH3:40])=[O:38])=[CH:34][CH:33]=1)([C:4]([CH3:7])([CH3:6])[CH3:5])([CH3:3])[CH3:2]. The catalyst class is: 4. (3) Reactant: [F:1][C:2]([F:16])([F:15])[C:3]1[CH:8]=[CH:7][C:6]([C@:9]23[CH2:14][C@H:13]2[CH2:12][NH:11][CH2:10]3)=[CH:5][CH:4]=1.[Cl:17][CH2:18][CH2:19][CH2:20][N:21]1[CH:26]=[C:25]([C:27]2[S:28][CH:29]=[CH:30][CH:31]=2)[C:24](=[O:32])[NH:23][C:22]1=[O:33].[Na+].[I-].[NH4+].[Cl-]. Product: [ClH:17].[S:28]1[CH:29]=[CH:30][CH:31]=[C:27]1[C:25]1[C:24](=[O:32])[NH:23][C:22](=[O:33])[N:21]([CH2:20][CH2:19][CH2:18][N:11]2[CH2:12][C@H:13]3[C@:9]([C:6]4[CH:5]=[CH:4][C:3]([C:2]([F:1])([F:15])[F:16])=[CH:8][CH:7]=4)([CH2:14]3)[CH2:10]2)[CH:26]=1. The catalyst class is: 3. (4) Reactant: [CH3:1][O:2][C:3](=[O:27])[C:4]1[CH:9]=[CH:8][C:7]([NH:10][CH:11]2[CH2:16][CH2:15][CH2:14][CH2:13][CH:12]2[CH3:17])=[C:6]([NH:18][C:19](=O)[CH2:20][C:21]2[O:22][CH:23]=[CH:24][CH:25]=2)[CH:5]=1.Cl.O.C(=O)(O)[O-].[Na+]. Product: [CH3:1][O:2][C:3]([C:4]1[CH:9]=[CH:8][C:7]2[N:10]([CH:11]3[CH2:16][CH2:15][CH2:14][CH2:13][CH:12]3[CH3:17])[C:19]([CH2:20][C:21]3[O:22][CH:23]=[CH:24][CH:25]=3)=[N:18][C:6]=2[CH:5]=1)=[O:27]. The catalyst class is: 12. (5) The catalyst class is: 6. Product: [C:21]([CH2:20][S:3][C:4]1[CH:12]=[CH:11][C:7]([C:8]([OH:10])=[O:9])=[CH:6][CH:5]=1)#[N:22]. Reactant: [OH-].[Na+].[SH:3][C:4]1[CH:12]=[CH:11][C:7]([C:8]([OH:10])=[O:9])=[CH:6][CH:5]=1.C(=O)([O-])[O-].[K+].[K+].Cl[CH2:20][C:21]#[N:22]. (6) Product: [OH:16][NH:15][C:12]([C:7]1[C:8]2[CH2:9][CH2:10][CH2:11][C@@H:2]([OH:1])[C:3]=2[CH:4]=[CH:5][CH:6]=1)=[NH:13]. Reactant: [OH:1][C@@H:2]1[CH2:11][CH2:10][CH2:9][C:8]2[C:7]([C:12]#[N:13])=[CH:6][CH:5]=[CH:4][C:3]1=2.Cl.[NH2:15][OH:16].C(=O)(O)[O-].[Na+]. The catalyst class is: 14. (7) Reactant: C([O:3][C:4]([C:6]1[CH:7]=[C:8]2[C:13](=[CH:14][CH:15]=1)[C:12]([Br:16])=[N:11][N:10]([CH:17]([CH3:19])[CH3:18])[C:9]2=[O:20])=O)C.[Li+].[BH4-].[NH4+].[Cl-]. Product: [Br:16][C:12]1[C:13]2[C:8](=[CH:7][C:6]([CH2:4][OH:3])=[CH:15][CH:14]=2)[C:9](=[O:20])[N:10]([CH:17]([CH3:19])[CH3:18])[N:11]=1. The catalyst class is: 1. (8) Reactant: C([O:3][C:4]([C:6]1[S:7][C:8]2[CH2:9][CH2:10][O:11][C:12]3[CH:19]=[C:18]([Br:20])[CH:17]=[CH:16][C:13]=3[C:14]=2[N:15]=1)=[O:5])C.[OH-].[Na+].CO.Cl. Product: [Br:20][C:18]1[CH:17]=[CH:16][C:13]2[C:14]3[N:15]=[C:6]([C:4]([OH:5])=[O:3])[S:7][C:8]=3[CH2:9][CH2:10][O:11][C:12]=2[CH:19]=1. The catalyst class is: 30.